The task is: Regression/Classification. Given a drug SMILES string, predict its absorption, distribution, metabolism, or excretion properties. Task type varies by dataset: regression for continuous measurements (e.g., permeability, clearance, half-life) or binary classification for categorical outcomes (e.g., BBB penetration, CYP inhibition). Dataset: cyp3a4_substrate_carbonmangels.. This data is from CYP3A4 substrate classification data from Carbon-Mangels et al.. The molecule is c1ccccc1. The result is 0 (non-substrate).